Predict the product of the given reaction. From a dataset of Forward reaction prediction with 1.9M reactions from USPTO patents (1976-2016). (1) Given the reactants [CH3:1][C:2]1[C:6]([CH3:7])=[C:5]([NH:8][C:9](=[O:16])OCC(Cl)(Cl)Cl)[O:4][N:3]=1.[F:17][C:18]1[CH:23]=[CH:22][C:21]([C:24]2[N:25]=[C:26]([N:29]3[CH2:34][CH2:33][NH:32][CH2:31][CH2:30]3)[S:27][CH:28]=2)=[CH:20][CH:19]=1.C(N(C(C)C)CC)(C)C.O, predict the reaction product. The product is: [CH3:1][C:2]1[C:6]([CH3:7])=[C:5]([NH:8][C:9]([N:32]2[CH2:33][CH2:34][N:29]([C:26]3[S:27][CH:28]=[C:24]([C:21]4[CH:22]=[CH:23][C:18]([F:17])=[CH:19][CH:20]=4)[N:25]=3)[CH2:30][CH2:31]2)=[O:16])[O:4][N:3]=1. (2) Given the reactants [NH2:1][CH2:2][C:3]1[CH:8]=[CH:7][CH:6]=[CH:5][N:4]=1.[C:9]1(=O)[O:14][C:12](=[O:13])[C:11]2=[CH:15][CH:16]=[CH:17][CH:18]=[C:10]12.C(N(CC)CC)C, predict the reaction product. The product is: [N:4]1[CH:5]=[CH:6][CH:7]=[CH:8][C:3]=1[CH2:2][N:1]1[C:12](=[O:13])[C:11]2[C:10](=[CH:18][CH:17]=[CH:16][CH:15]=2)[C:9]1=[O:14]. (3) The product is: [C:4]1([C:2]2[NH:11][C:12]3[N:17]([CH2:18][CH2:19][CH3:20])[C:16](=[O:21])[NH:15][C:14](=[O:22])[C:13]=3[CH:1]=2)[CH:9]=[CH:8][CH:7]=[CH:6][CH:5]=1. Given the reactants [CH2:1](Br)[C:2]([C:4]1[CH:9]=[CH:8][CH:7]=[CH:6][CH:5]=1)=O.[NH2:11][C:12]1[N:17]([CH2:18][CH2:19][CH3:20])[C:16](=[O:21])[NH:15][C:14](=[O:22])[CH:13]=1, predict the reaction product. (4) Given the reactants Br[C:2]1[C:3](=[O:20])[C:4]([C:17]([OH:19])=[O:18])=[CH:5][N:6]([CH2:8][C:9]2[CH:14]=[CH:13][C:12]([C:15]#[N:16])=[CH:11][CH:10]=2)[CH:7]=1.[F:21][C:22]([F:33])([F:32])[C:23]1[CH:24]=[C:25](B(O)O)[CH:26]=[CH:27][CH:28]=1.C([O-])([O-])=O.[Cs+].[Cs+].C(O)(=O)C, predict the reaction product. The product is: [C:15]([C:12]1[CH:13]=[CH:14][C:9]([CH2:8][N:6]2[CH:7]=[C:2]([C:27]3[CH:26]=[CH:25][CH:24]=[C:23]([C:22]([F:33])([F:32])[F:21])[CH:28]=3)[C:3](=[O:20])[C:4]([C:17]([OH:19])=[O:18])=[CH:5]2)=[CH:10][CH:11]=1)#[N:16]. (5) Given the reactants [NH2:1][CH2:2][CH2:3][CH2:4][CH2:5][OH:6].[O-2].[Mg+2].O.[C:10]1([S:16](Cl)(=[O:18])=[O:17])[CH:15]=[CH:14][CH:13]=[CH:12][CH:11]=1.C1[CH2:24][O:23][CH2:22]C1, predict the reaction product. The product is: [CH3:22][O:23][CH2:24][O:6][CH2:5][CH2:4][CH2:3][CH2:2][NH:1][S:16]([C:10]1[CH:15]=[CH:14][CH:13]=[CH:12][CH:11]=1)(=[O:18])=[O:17]. (6) Given the reactants [CH2:1]([N:3]1[C:7]([C:8]2[S:16][C:15]3[C:10](=[N:11][CH:12]=[CH:13][C:14]=3[O:17][C:18]3[CH:24]=[CH:23][C:21]([NH2:22])=[CH:20][C:19]=3[F:25])[CH:9]=2)=[CH:6][N:5]=[CH:4]1)[CH3:2].[F:26][C:27]1[CH:32]=[CH:31][CH:30]=[CH:29][C:28]=1[NH:33][C:34](=[O:39])[CH2:35][C:36](O)=[O:37].C(Cl)CCl.C1C=CC2N(O)N=NC=2C=1, predict the reaction product. The product is: [CH2:1]([N:3]1[C:7]([C:8]2[S:16][C:15]3[C:10](=[N:11][CH:12]=[CH:13][C:14]=3[O:17][C:18]3[CH:24]=[CH:23][C:21]([NH:22][C:36](=[O:37])[CH2:35][C:34]([NH:33][C:28]4[CH:29]=[CH:30][CH:31]=[CH:32][C:27]=4[F:26])=[O:39])=[CH:20][C:19]=3[F:25])[CH:9]=2)=[CH:6][N:5]=[CH:4]1)[CH3:2]. (7) Given the reactants [NH2:1][C:2]([C:4]1[O:5][C:6]2[CH:36]=[CH:35][C:34]([Cl:37])=[CH:33][C:7]=2[C:8]=1[NH:9][C:10](=O)[C:11]([NH:14]C(=O)OCC1C2C=CC=CC=2C2C1=CC=CC=2)([CH3:13])[CH3:12])=[O:3].[OH-].[Na+], predict the reaction product. The product is: [NH2:14][C:11]([C:10]1[NH:1][C:2](=[O:3])[C:4]2[O:5][C:6]3[CH:36]=[CH:35][C:34]([Cl:37])=[CH:33][C:7]=3[C:8]=2[N:9]=1)([CH3:13])[CH3:12]. (8) Given the reactants [OH:1][C:2]1[CH:17]=[CH:16][C:5]([C:6]([O:8][CH2:9][C:10]2[CH:15]=[CH:14][CH:13]=[CH:12][CH:11]=2)=[O:7])=[CH:4][CH:3]=1.[N+](=[CH:20][C:21]([O:23][CH2:24][CH3:25])=[O:22])=[N-], predict the reaction product. The product is: [CH2:24]([O:23][C:21](=[O:22])[CH2:20][O:1][C:2]1[CH:17]=[CH:16][C:5]([C:6]([O:8][CH2:9][C:10]2[CH:15]=[CH:14][CH:13]=[CH:12][CH:11]=2)=[O:7])=[CH:4][CH:3]=1)[CH3:25]. (9) Given the reactants Br[C:2]1[CH:3]=[CH:4][C:5]2[N:9]=[CH:8][N:7]([CH3:10])[C:6]=2[CH:11]=1.[NH2:12][C:13]1[CH:14]=[C:15](B(O)O)[CH:16]=[CH:17][CH:18]=1.C([O-])([O-])=O.[K+].[K+], predict the reaction product. The product is: [CH3:10][N:7]1[C:6]2[CH:11]=[C:2]([C:17]3[CH:18]=[C:13]([CH:14]=[CH:15][CH:16]=3)[NH2:12])[CH:3]=[CH:4][C:5]=2[N:9]=[CH:8]1.